This data is from Peptide-MHC class I binding affinity with 185,985 pairs from IEDB/IMGT. The task is: Regression. Given a peptide amino acid sequence and an MHC pseudo amino acid sequence, predict their binding affinity value. This is MHC class I binding data. The peptide sequence is TPVWHVTSA. The MHC is HLA-B27:05 with pseudo-sequence HLA-B27:05. The binding affinity (normalized) is 0.0847.